Dataset: Forward reaction prediction with 1.9M reactions from USPTO patents (1976-2016). Task: Predict the product of the given reaction. (1) Given the reactants [Br:1][C:2]1[CH:7]=[CH:6][C:5]([N:8]2[C:12]([CH3:13])=[CH:11][C:10]([C:14]([N:16]([CH2:21][CH2:22][CH2:23][CH3:24])[CH2:17][CH2:18][CH2:19][CH3:20])=[O:15])=[N:9]2)=[C:4]([C:25]([N:27]2[C@H:36]([CH2:37][OH:38])[CH2:35][C:34]3[C:29](=[CH:30][CH:31]=[CH:32][CH:33]=3)[CH2:28]2)=[O:26])[CH:3]=1.[Si:39](Cl)([C:42]([CH3:45])([CH3:44])[CH3:43])([CH3:41])[CH3:40].N1C=CN=C1, predict the reaction product. The product is: [Br:1][C:2]1[CH:7]=[CH:6][C:5]([N:8]2[C:12]([CH3:13])=[CH:11][C:10]([C:14]([N:16]([CH2:21][CH2:22][CH2:23][CH3:24])[CH2:17][CH2:18][CH2:19][CH3:20])=[O:15])=[N:9]2)=[C:4]([C:25]([N:27]2[C@H:36]([CH2:37][O:38][Si:39]([C:42]([CH3:45])([CH3:44])[CH3:43])([CH3:41])[CH3:40])[CH2:35][C:34]3[C:29](=[CH:30][CH:31]=[CH:32][CH:33]=3)[CH2:28]2)=[O:26])[CH:3]=1. (2) Given the reactants [CH:1](=O)[C:2]1[CH:7]=[CH:6][CH:5]=[CH:4][CH:3]=1.N1CCC[C@H]1C(O)=O.[C:17]1(=[O:25])[CH2:23][CH2:22][CH2:21][CH2:20][C:19](=[O:24])[CH2:18]1, predict the reaction product. The product is: [CH:1](=[C:18]1[C:19](=[O:24])[CH2:20][CH2:21][CH2:22][CH2:23][C:17]1=[O:25])[C:2]1[CH:7]=[CH:6][CH:5]=[CH:4][CH:3]=1.